From a dataset of Forward reaction prediction with 1.9M reactions from USPTO patents (1976-2016). Predict the product of the given reaction. (1) Given the reactants [CH3:1][C:2]1[CH:7]=[C:6]([C:8](=[O:17])[NH:9][CH:10]2[CH2:15][CH2:14][N:13]([CH3:16])[CH2:12][CH2:11]2)[CH:5]=[CH:4][C:3]=1[C:18]1[CH:23]=[CH:22][C:21]([CH2:24][C@H:25]([NH:45][C:46]([C@H:48]2[CH2:53][CH2:52][C@H:51]([CH2:54][NH:55]C(=O)OC(C)(C)C)[CH2:50][CH2:49]2)=[O:47])[C:26](=[O:44])[NH:27][C:28]2[CH:43]=[CH:42][C:31]3[NH:32][C:33]([C:35]([F:41])([F:40])[C:36]([F:39])([F:38])[F:37])=[N:34][C:30]=3[CH:29]=2)=[CH:20][CH:19]=1.[ClH:63], predict the reaction product. The product is: [ClH:63].[NH2:55][CH2:54][C@H:51]1[CH2:52][CH2:53][C@H:48]([C:46]([NH:45][C@H:25]([C:26](=[O:44])[NH:27][C:28]2[CH:43]=[CH:42][C:31]3[NH:32][C:33]([C:35]([F:40])([F:41])[C:36]([F:37])([F:38])[F:39])=[N:34][C:30]=3[CH:29]=2)[CH2:24][C:21]2[CH:22]=[CH:23][C:18]([C:3]3[CH:4]=[CH:5][C:6]([C:8]([NH:9][CH:10]4[CH2:15][CH2:14][N:13]([CH3:16])[CH2:12][CH2:11]4)=[O:17])=[CH:7][C:2]=3[CH3:1])=[CH:19][CH:20]=2)=[O:47])[CH2:49][CH2:50]1. (2) The product is: [CH2:2]([O:9][C:10]1[CH:15]=[CH:14][N:13]([C:16]2[CH:24]=[C:23]3[C:19]([C:20]4[CH2:29][CH2:28][N:27]([C:40]([C@@H:39]5[CH2:43][CH2:44][CH2:45][N:38]5[C:31]([O:33][C:34]([CH3:37])([CH3:36])[CH3:35])=[O:32])=[O:41])[CH2:26][C:21]=4[N:22]3[CH3:25])=[CH:18][CH:17]=2)[C:12](=[O:30])[CH:11]=1)[C:3]1[CH:4]=[CH:5][CH:6]=[CH:7][CH:8]=1. Given the reactants Cl.[CH2:2]([O:9][C:10]1[CH:15]=[CH:14][N:13]([C:16]2[CH:24]=[C:23]3[C:19]([C:20]4[CH2:29][CH2:28][NH:27][CH2:26][C:21]=4[N:22]3[CH3:25])=[CH:18][CH:17]=2)[C:12](=[O:30])[CH:11]=1)[C:3]1[CH:8]=[CH:7][CH:6]=[CH:5][CH:4]=1.[C:31]([N:38]1[CH2:45][CH2:44][CH2:43][C@H:39]1[C:40](O)=[O:41])([O:33][C:34]([CH3:37])([CH3:36])[CH3:35])=[O:32].CN(C(ON1N=NC2C=CC=NC1=2)=[N+](C)C)C.F[P-](F)(F)(F)(F)F.CCN(CC)CC, predict the reaction product. (3) Given the reactants C1(C)C=CC=CC=1.S(Cl)([Cl:10])=O.[C:12]([C:14]1[C:19](=O)[NH:18][C:17]([CH3:21])=[C:16]([C:22]([O:24][CH2:25][CH3:26])=[O:23])[CH:15]=1)#[N:13].CN(C=O)C, predict the reaction product. The product is: [Cl:10][C:19]1[C:14]([C:12]#[N:13])=[CH:15][C:16]([C:22]([O:24][CH2:25][CH3:26])=[O:23])=[C:17]([CH3:21])[N:18]=1.